Dataset: Kinase inhibitor bioactivity data combining Ki, Kd, and IC50 measurements. Task: Regression. Given a target protein amino acid sequence and a drug SMILES string, predict the binding affinity score between them. We predict KIBA score (integrated kinase binding score). Dataset: kiba. (1) The compound is Cc1cccc(NC(=O)Nc2ccc(-c3cnc4c(-c5cnn(C)c5)cnn4c3N)cc2)c1. The target protein (Q96PF2) has sequence MDDATVLRKKGYIVGINLGKGSYAKVKSAYSERLKFNVAVKIIDRKKTPTDFVERFLPREMDILATVNHGSIIKTYEIFETSDGRIYIIMELGVQGDLLEFIKCQGALHEDVARKMFRQLSSAVKYCHDLDIVHRDLKCENLLLDKDFNIKLSDFGFSKRCLRDSNGRIILSKTFCGSAAYAAPEVLQSIPYQPKVYDIWSLGVILYIMVCGSMPYDDSDIRKMLRIQKEHRVDFPRSKNLTCECKDLIYRMLQPDVSQRLHIDEILSHSWLQPPKPKATSSASFKREGEGKYRAECKLDTKTGLRPDHRPDHKLGAKTQHRLLVVPENENRMEDRLAETSRAKDHHISGAEVGKAST. The KIBA score is 11.9. (2) The compound is CC(=O)Nc1cc(N)c(C#N)c(-c2ccccc2)n1. The target protein (Q9UBS0) has sequence MAAVFDLDLETEEGSEGEGEPELSPADACPLAELRAAGLEPVGHYEEVELTETSVNVGPERIGPHCFELLRVLGKGGYGKVFQVRKVQGTNLGKIYAMKVLRKAKIVRNAKDTAHTRAERNILESVKHPFIVELAYAFQTGGKLYLILECLSGGELFTHLEREGIFLEDTACFYLAEITLALGHLHSQGIIYRDLKPENIMLSSQGHIKLTDFGLCKESIHEGAVTHTFCGTIEYMAPEILVRSGHNRAVDWWSLGALMYDMLTGSPPFTAENRKKTMDKIIRGKLALPPYLTPDARDLVKKFLKRNPSQRIGGGPGDAADVQRHPFFRHMNWDDLLAWRVDPPFRPCLQSEEDVSQFDTRFTRQTPVDSPDDTALSESANQAFLGFTYVAPSVLDSIKEGFSFQPKLRSPRRLNSSPRAPVSPLKFSPFEGFRPSPSLPEPTELPLPPLLPPPPPSTTAPLPIRPPSGTKKSKRGRGRPGR. The KIBA score is 11.3. (3) The drug is c1cn(Cc2ccc3c(c2)-c2[nH]nc(-c4ccsc4)c2C3)cn1. The target protein (P16234) has sequence MGTSHPAFLVLGCLLTGLSLILCQLSLPSILPNENEKVVQLNSSFSLRCFGESEVSWQYPMSEEESSDVEIRNEENNSGLFVTVLEVSSASAAHTGLYTCYYNHTQTEENELEGRHIYIYVPDPDVAFVPLGMTDYLVIVEDDDSAIIPCRTTDPETPVTLHNSEGVVPASYDSRQGFNGTFTVGPYICEATVKGKKFQTIPFNVYALKATSELDLEMEALKTVYKSGETIVVTCAVFNNEVVDLQWTYPGEVKGKGITMLEEIKVPSIKLVYTLTVPEATVKDSGDYECAARQATREVKEMKKVTISVHEKGFIEIKPTFSQLEAVNLHEVKHFVVEVRAYPPPRISWLKNNLTLIENLTEITTDVEKIQEIRYRSKLKLIRAKEEDSGHYTIVAQNEDAVKSYTFELLTQVPSSILDLVDDHHGSTGGQTVRCTAEGTPLPDIEWMICKDIKKCNNETSWTILANNVSNIITEIHSRDRSTVEGRVTFAKVEETIAVR.... The KIBA score is 10.4. (4) The small molecule is COc1cc2ncnc(Nc3cccc(Cl)c3F)c2cc1CN(C)C(CO)C(N)=O. The target protein (P54619) has sequence METVISSDSSPAVENEHPQETPESNNSVYTSFMKSHRCYDLIPTSSKLVVFDTSLQVKKAFFALVTNGVRAAPLWDSKKQSFVGMLTITDFINILHRYYKSALVQIYELEEHKIETWREVYLQDSFKPLVCISPNASLFDAVSSLIRNKIHRLPVIDPESGNTLYILTHKRILKFLKLFITEFPKPEFMSKSLEELQIGTYANIAMVRTTTPVYVALGIFVQHRVSALPVVDEKGRVVDIYSKFDVINLAAEKTYNNLDVSVTKALQHRSHYFEGVLKCYLHETLETIINRLVEAEVHRLVVVDENDVVKGIVSLSDILQALVLTGGEKKP. The KIBA score is 11.1. (5) The drug is O=C(O)c1ccccc1Nc1ncnc(Nc2ccc(F)cc2)n1. The target protein (Q13464) has sequence MSTGDSFETRFEKMDNLLRDPKSEVNSDCLLDGLDALVYDLDFPALRKNKNIDNFLSRYKDTINKIRDLRMKAEDYEVVKVIGRGAFGEVQLVRHKSTRKVYAMKLLSKFEMIKRSDSAFFWEERDIMAFANSPWVVQLFYAFQDDRYLYMVMEYMPGGDLVNLMSNYDVPEKWARFYTAEVVLALDAIHSMGFIHRDVKPDNMLLDKSGHLKLADFGTCMKMNKEGMVRCDTAVGTPDYISPEVLKSQGGDGYYGRECDWWSVGVFLYEMLVGDTPFYADSLVGTYSKIMNHKNSLTFPDDNDISKEAKNLICAFLTDREVRLGRNGVEEIKRHLFFKNDQWAWETLRDTVAPVVPDLSSDIDTSNFDDLEEDKGEEETFPIPKAFVGNQLPFVGFTYYSNRRYLSSANPNDNRTSSNADKSLQESLQKTIYKLEEQLHNEMQLKDEMEQKCRTSNIKLDKIMKELDEEGNQRRNLESTVSQIEKEKMLLQHRINEYQR.... The KIBA score is 13.4. (6) The drug is COc1cc2c(cc1OC)-c1[nH]nc(Nc3cccc(F)c3)c1C2. The KIBA score is 10.1. The target protein (P22612) has sequence MGNAPAKKDTEQEESVNEFLAKARGDFLYRWGNPAQNTASSDQFERLRTLGMGSFGRVMLVRHQETGGHYAMKILNKQKVVKMKQVEHILNEKRILQAIDFPFLVKLQFSFKDNSYLYLVMEYVPGGEMFSRLQRVGRFSEPHACFYAAQVVLAVQYLHSLDLIHRDLKPENLLIDQQGYLQVTDFGFAKRVKGRTWTLCGTPEYLAPEIILSKGYNKAVDWWALGVLIYEMAVGFPPFYADQPIQIYEKIVSGRVRFPSKLSSDLKHLLRSLLQVDLTKRFGNLRNGVGDIKNHKWFATTSWIAIYEKKVEAPFIPKYTGPGDASNFDDYEEEELRISINEKCAKEFSEF. (7) The target protein (P17252) has sequence MADVFPGNDSTASQDVANRFARKGALRQKNVHEVKDHKFIARFFKQPTFCSHCTDFIWGFGKQGFQCQVCCFVVHKRCHEFVTFSCPGADKGPDTDDPRSKHKFKIHTYGSPTFCDHCGSLLYGLIHQGMKCDTCDMNVHKQCVINVPSLCGMDHTEKRGRIYLKAEVADEKLHVTVRDAKNLIPMDPNGLSDPYVKLKLIPDPKNESKQKTKTIRSTLNPQWNESFTFKLKPSDKDRRLSVEIWDWDRTTRNDFMGSLSFGVSELMKMPASGWYKLLNQEEGEYYNVPIPEGDEEGNMELRQKFEKAKLGPAGNKVISPSEDRKQPSNNLDRVKLTDFNFLMVLGKGSFGKVMLADRKGTEELYAIKILKKDVVIQDDDVECTMVEKRVLALLDKPPFLTQLHSCFQTVDRLYFVMEYVNGGDLMYHIQQVGKFKEPQAVFYAAEISIGLFFLHKRGIIYRDLKLDNVMLDSEGHIKIADFGMCKEHMMDGVTTRTFCG.... The KIBA score is 7.10. The small molecule is COc1ccc(CNC(=O)Nc2ncc([N+](=O)[O-])s2)cc1.